From a dataset of NCI-60 drug combinations with 297,098 pairs across 59 cell lines. Regression. Given two drug SMILES strings and cell line genomic features, predict the synergy score measuring deviation from expected non-interaction effect. (1) Drug 1: C1=CC(=C2C(=C1NCCNCCO)C(=O)C3=C(C=CC(=C3C2=O)O)O)NCCNCCO. Drug 2: CN(C)N=NC1=C(NC=N1)C(=O)N. Cell line: NCI-H226. Synergy scores: CSS=38.9, Synergy_ZIP=-1.82, Synergy_Bliss=-5.86, Synergy_Loewe=-46.7, Synergy_HSA=-7.20. (2) Drug 1: CCC1(CC2CC(C3=C(CCN(C2)C1)C4=CC=CC=C4N3)(C5=C(C=C6C(=C5)C78CCN9C7C(C=CC9)(C(C(C8N6C=O)(C(=O)OC)O)OC(=O)C)CC)OC)C(=O)OC)O.OS(=O)(=O)O. Drug 2: C1C(C(OC1N2C=NC3=C(N=C(N=C32)Cl)N)CO)O. Cell line: KM12. Synergy scores: CSS=25.1, Synergy_ZIP=-6.92, Synergy_Bliss=-4.67, Synergy_Loewe=-13.9, Synergy_HSA=-2.46. (3) Cell line: UO-31. Synergy scores: CSS=6.77, Synergy_ZIP=-11.6, Synergy_Bliss=-12.0, Synergy_Loewe=-29.1, Synergy_HSA=-13.3. Drug 1: CN(C)C1=NC(=NC(=N1)N(C)C)N(C)C. Drug 2: CC1CCC2CC(C(=CC=CC=CC(CC(C(=O)C(C(C(=CC(C(=O)CC(OC(=O)C3CCCCN3C(=O)C(=O)C1(O2)O)C(C)CC4CCC(C(C4)OC)O)C)C)O)OC)C)C)C)OC.